This data is from Forward reaction prediction with 1.9M reactions from USPTO patents (1976-2016). The task is: Predict the product of the given reaction. (1) Given the reactants [Cl:1][C:2]1[CH:3]=[CH:4][C:5]([N:8]2[CH:12]=[C:11](/[CH:13]=[CH:14]/[C:15]([O:17][CH2:18][CH3:19])=[O:16])[C:10]([CH:20]([CH3:22])[CH3:21])=[N:9]2)=[N:6][CH:7]=1, predict the reaction product. The product is: [Cl:1][C:2]1[CH:3]=[CH:4][C:5]([N:8]2[CH:12]=[C:11]([CH2:13][CH2:14][C:15]([O:17][CH2:18][CH3:19])=[O:16])[C:10]([CH:20]([CH3:21])[CH3:22])=[N:9]2)=[N:6][CH:7]=1. (2) Given the reactants [CH3:1][CH:2]1[CH:11]=[CH:10][C:9]2[C:4](=[CH:5][CH:6]=[C:7]([C:12]([O:14]C)=[O:13])[CH:8]=2)[O:3]1.[OH-].[Na+], predict the reaction product. The product is: [CH3:1][CH:2]1[CH:11]=[CH:10][C:9]2[C:4](=[CH:5][CH:6]=[C:7]([C:12]([OH:14])=[O:13])[CH:8]=2)[O:3]1.